Dataset: Forward reaction prediction with 1.9M reactions from USPTO patents (1976-2016). Task: Predict the product of the given reaction. The product is: [C:43]([O:47][C:48]([NH:50][CH:51]1[CH:56]([N:24]2[C:20](=[O:30])[C:21]3[C:22](=[CH:26][CH:27]=[CH:28][CH:29]=3)[C:23]2=[O:25])[CH2:55][CH2:54][N:53]([C:58]([O:60][CH2:61][C:62]2[CH:67]=[CH:66][CH:65]=[CH:64][CH:63]=2)=[O:59])[CH2:52]1)=[O:49])([CH3:46])([CH3:44])[CH3:45]. Given the reactants C1C=CC(P(C2C=CC=CC=2)C2C=CC=CC=2)=CC=1.[C:20]1(=[O:30])[NH:24][C:23](=[O:25])[C:22]2=[CH:26][CH:27]=[CH:28][CH:29]=[C:21]12.N(C(OCC)=O)=NC(OCC)=O.[C:43]([O:47][C:48]([NH:50][CH:51]1[CH:56](O)[CH2:55][CH2:54][N:53]([C:58]([O:60][CH2:61][C:62]2[CH:67]=[CH:66][CH:65]=[CH:64][CH:63]=2)=[O:59])[CH2:52]1)=[O:49])([CH3:46])([CH3:45])[CH3:44], predict the reaction product.